From a dataset of Catalyst prediction with 721,799 reactions and 888 catalyst types from USPTO. Predict which catalyst facilitates the given reaction. (1) Reactant: [CH2:1]([O:3][C:4]([C@@H:6]1[CH2:10][C:9](=[O:11])[CH2:8][C@H:7]1[C:12](=[O:19])[NH:13][C:14]1([C:17]#[N:18])[CH2:16][CH2:15]1)=[O:5])[CH3:2].[BH4-].[Na+]. The catalyst class is: 1. Product: [CH2:1]([O:3][C:4]([C@@H:6]1[CH2:10][CH:9]([OH:11])[CH2:8][C@H:7]1[C:12](=[O:19])[NH:13][C:14]1([C:17]#[N:18])[CH2:16][CH2:15]1)=[O:5])[CH3:2]. (2) Reactant: [C:1]([C:3]1[C:4]([C@@H:20]2[CH2:22][C@H:21]2[C:23](O)=[O:24])=[N:5][C:6]([S:10][CH2:11][C:12]2[CH:17]=[CH:16][CH:15]=[C:14]([F:18])[C:13]=2[F:19])=[N:7][C:8]=1[OH:9])#[N:2].C(=O)=O.CC(C)=O.B. Product: [F:19][C:13]1[C:14]([F:18])=[CH:15][CH:16]=[CH:17][C:12]=1[CH2:11][S:10][C:6]1[N:7]=[C:8]([OH:9])[C:3]([C:1]#[N:2])=[C:4]([C@@H:20]2[CH2:22][C@H:21]2[CH2:23][OH:24])[N:5]=1. The catalyst class is: 1. (3) Reactant: [NH2:1][C:2]1[CH:3]=[C:4]([CH3:30])[C:5]([O:8][CH2:9][CH2:10][C@@H:11]2[CH2:13][C@@H:12]2[CH:14]2[CH2:19][CH2:18][N:17]([C:20]([O:22][CH2:23][C:24]3[CH:29]=[CH:28][CH:27]=[CH:26][CH:25]=3)=[O:21])[CH2:16][CH2:15]2)=[N:6][CH:7]=1.[N-:31]=[N+:32]=[N-:33].[Na+].[CH:35](OCC)(OCC)OCC. Product: [CH3:30][C:4]1[C:5]([O:8][CH2:9][CH2:10][C@@H:11]2[CH2:13][C@@H:12]2[CH:14]2[CH2:19][CH2:18][N:17]([C:20]([O:22][CH2:23][C:24]3[CH:25]=[CH:26][CH:27]=[CH:28][CH:29]=3)=[O:21])[CH2:16][CH2:15]2)=[N:6][CH:7]=[C:2]([N:1]2[CH:35]=[N:33][N:32]=[N:31]2)[CH:3]=1. The catalyst class is: 15. (4) Reactant: Cl[C:2]1[C:3]2[N:10]([CH2:11][CH2:12][NH:13][C:14](=[O:20])[O:15][C:16]([CH3:19])([CH3:18])[CH3:17])[CH:9]=[CH:8][C:4]=2[N:5]=[CH:6][N:7]=1.[Cl:21][C:22]1[CH:23]=[C:24]([CH:26]=[CH:27][C:28]=1[O:29][C:30]1[CH:38]=[CH:37][C:36]([Cl:39])=[C:35]2[C:31]=1[CH:32]=[N:33][NH:34]2)[NH2:25].C(=O)([O-])O.[Na+]. Product: [Cl:21][C:22]1[CH:23]=[C:24]([NH:25][C:2]2[C:3]3[N:10]([CH2:11][CH2:12][NH:13][C:14](=[O:20])[O:15][C:16]([CH3:19])([CH3:18])[CH3:17])[CH:9]=[CH:8][C:4]=3[N:5]=[CH:6][N:7]=2)[CH:26]=[CH:27][C:28]=1[O:29][C:30]1[CH:38]=[CH:37][C:36]([Cl:39])=[C:35]2[C:31]=1[CH:32]=[N:33][NH:34]2. The catalyst class is: 32. (5) Reactant: [CH2:1]([OH:6])[CH2:2][CH2:3][CH2:4][OH:5].[H-].[Na+].[CH3:9][C:10]([Si:13](Cl)([C:20]1[CH:25]=[CH:24][CH:23]=[CH:22][CH:21]=1)[C:14]1[CH:19]=[CH:18][CH:17]=[CH:16][CH:15]=1)([CH3:12])[CH3:11]. Product: [Si:13]([O:5][CH2:4][CH2:3][CH2:2][CH2:1][OH:6])([C:10]([CH3:12])([CH3:11])[CH3:9])([C:20]1[CH:21]=[CH:22][CH:23]=[CH:24][CH:25]=1)[C:14]1[CH:19]=[CH:18][CH:17]=[CH:16][CH:15]=1. The catalyst class is: 6. (6) The catalyst class is: 45. Reactant: [CH2:1]([O:8][CH2:9][C:10]1[C@@H:14]([O:15][Si:16]([C:19]([CH3:22])([CH3:21])[CH3:20])([CH3:18])[CH3:17])[CH2:13][C@@H:12]([OH:23])[CH:11]=1)[C:2]1[CH:7]=[CH:6][CH:5]=[CH:4][CH:3]=1.C(=O)([O-])[O-].[Na+].[Na+].CCOC(C)=O. Product: [CH2:1]([O:8][CH2:9][C@H:10]1[C@@H:14]([O:15][Si:16]([C:19]([CH3:21])([CH3:20])[CH3:22])([CH3:18])[CH3:17])[CH2:13][C@@H:12]([OH:23])[CH2:11]1)[C:2]1[CH:7]=[CH:6][CH:5]=[CH:4][CH:3]=1. (7) Reactant: [C:1]1([C:7]2[O:11][C:10]([C:12]([NH:14][NH2:15])=O)=[CH:9][CH:8]=2)[CH:6]=[CH:5][CH:4]=[CH:3][CH:2]=1.Cl.[C:17](N)(=[NH:19])[CH3:18].[OH-].[Na+].O. Product: [CH3:18][C:17]1[NH:15][N:14]=[C:12]([C:10]2[O:11][C:7]([C:1]3[CH:6]=[CH:5][CH:4]=[CH:3][CH:2]=3)=[CH:8][CH:9]=2)[N:19]=1. The catalyst class is: 1. (8) Reactant: [C:1]12([NH:6][C:7]([C:9]3[CH:10]=[C:11]([C:16]4[C:17]([CH2:36][C:37]([OH:39])=O)=[CH:18][C:19]5[O:23][C:22]([C:24]6[CH:29]=[CH:28][C:27]([F:30])=[CH:26][CH:25]=6)=[C:21]([C:31](=[O:34])[NH:32][CH3:33])[C:20]=5[CH:35]=4)[CH:12]=[CH:13][C:14]=3[F:15])=[O:8])[CH2:5][CH:3]([CH2:4]1)[CH2:2]2.Cl.CN.C[CH2:44][N:45](C(C)C)C(C)C.CN(C(ON1N=NC2C=CC=NC1=2)=[N+](C)C)C.F[P-](F)(F)(F)(F)F. Product: [C:1]12([NH:6][C:7]([C:9]3[CH:10]=[C:11]([C:16]4[C:17]([CH2:36][C:37]([NH:45][CH3:44])=[O:39])=[CH:18][C:19]5[O:23][C:22]([C:24]6[CH:25]=[CH:26][C:27]([F:30])=[CH:28][CH:29]=6)=[C:21]([C:31]([NH:32][CH3:33])=[O:34])[C:20]=5[CH:35]=4)[CH:12]=[CH:13][C:14]=3[F:15])=[O:8])[CH2:5][CH:3]([CH2:4]1)[CH2:2]2. The catalyst class is: 18.